This data is from Reaction yield outcomes from USPTO patents with 853,638 reactions. The task is: Predict the reaction yield, written as a fraction of the theoretical maximum amount of product (1.0 means a 100% yield; for example, 0.34 means a 34% yield). The reactants are CS(C)=O.C(Cl)(=O)C(Cl)=O.[N:11]1([CH2:17][CH2:18][CH2:19][CH2:20][OH:21])[CH2:16][CH2:15][O:14][CH2:13][CH2:12]1.C(N(CC)CC)C. The catalyst is C(OCC)C.C(Cl)Cl. The product is [N:11]1([CH2:17][CH2:18][CH2:19][CH:20]=[O:21])[CH2:16][CH2:15][O:14][CH2:13][CH2:12]1. The yield is 0.940.